From a dataset of NCI-60 drug combinations with 297,098 pairs across 59 cell lines. Regression. Given two drug SMILES strings and cell line genomic features, predict the synergy score measuring deviation from expected non-interaction effect. Cell line: MDA-MB-231. Drug 2: N.N.Cl[Pt+2]Cl. Drug 1: C1=CC(=CC=C1CC(C(=O)O)N)N(CCCl)CCCl.Cl. Synergy scores: CSS=7.67, Synergy_ZIP=-2.62, Synergy_Bliss=-2.90, Synergy_Loewe=-6.38, Synergy_HSA=-3.79.